Dataset: Peptide-MHC class I binding affinity with 185,985 pairs from IEDB/IMGT. Task: Regression. Given a peptide amino acid sequence and an MHC pseudo amino acid sequence, predict their binding affinity value. This is MHC class I binding data. (1) The peptide sequence is YEFRRVKSY. The MHC is HLA-B44:03 with pseudo-sequence HLA-B44:03. The binding affinity (normalized) is 0.753. (2) The peptide sequence is REGVFVFNG. The MHC is HLA-B18:01 with pseudo-sequence HLA-B18:01. The binding affinity (normalized) is 0.0229. (3) The peptide sequence is NIPELKHGLL. The MHC is HLA-A02:03 with pseudo-sequence HLA-A02:03. The binding affinity (normalized) is 0.270. (4) The peptide sequence is EAYVRYPEEF. The MHC is Mamu-A02 with pseudo-sequence Mamu-A02. The binding affinity (normalized) is 0. (5) The peptide sequence is STGNYNYKYR. The MHC is HLA-A31:01 with pseudo-sequence HLA-A31:01. The binding affinity (normalized) is 0.672. (6) The MHC is HLA-A02:06 with pseudo-sequence HLA-A02:06. The binding affinity (normalized) is 0.0847. The peptide sequence is TLKGTSYKM. (7) The peptide sequence is WQGPSAAAY. The MHC is HLA-B46:01 with pseudo-sequence HLA-B46:01. The binding affinity (normalized) is 0.184.